The task is: Predict the reactants needed to synthesize the given product.. This data is from Full USPTO retrosynthesis dataset with 1.9M reactions from patents (1976-2016). (1) Given the product [N:21]1[C:33]2[C:32]3[CH:31]=[CH:30][CH:29]=[CH:28][C:27]=3[NH:26][C:25]=2[N:24]=[C:23]([S:34][CH:2]([CH2:19][CH3:20])[C:3]([N:5]2[C:18]3[CH:17]=[CH:16][CH:15]=[CH:14][C:13]=3[S:12][C:11]3[C:6]2=[CH:7][CH:8]=[CH:9][CH:10]=3)=[O:4])[N:22]=1, predict the reactants needed to synthesize it. The reactants are: Br[CH:2]([CH2:19][CH3:20])[C:3]([N:5]1[C:18]2[CH:17]=[CH:16][CH:15]=[CH:14][C:13]=2[S:12][C:11]2[C:6]1=[CH:7][CH:8]=[CH:9][CH:10]=2)=[O:4].[N:21]1[C:33]2[C:32]3[CH:31]=[CH:30][CH:29]=[CH:28][C:27]=3[NH:26][C:25]=2[N:24]=[C:23]([SH:34])[N:22]=1.CCN(CC)CC.C(OCC)(=O)C. (2) Given the product [F:18][C:9]([C:10]([F:11])([F:12])[F:13])([C:14]([F:15])([F:16])[F:17])[CH2:8][CH:7]([CH2:19][C:20]([F:29])([C:21]([F:23])([F:24])[F:22])[C:25]([F:28])([F:27])[F:26])[CH2:6][CH2:5][OH:4], predict the reactants needed to synthesize it. The reactants are: C([O:4][CH2:5][CH2:6][CH:7]([CH2:19][C:20]([F:29])([C:25]([F:28])([F:27])[F:26])[C:21]([F:24])([F:23])[F:22])[CH2:8][C:9]([F:18])([C:14]([F:17])([F:16])[F:15])[C:10]([F:13])([F:12])[F:11])(=O)C.[Na].CO.Cl.